From a dataset of Forward reaction prediction with 1.9M reactions from USPTO patents (1976-2016). Predict the product of the given reaction. (1) The product is: [N:2](=[CH:5][C:6]([NH:26][C:23]1[CH:24]=[CH:25][C:20]([O:19][CH3:18])=[CH:21][CH:22]=1)=[O:8])[OH:3]. Given the reactants Cl.[NH2:2][OH:3].Cl[C:5](Cl)(Cl)[CH:6]([OH:8])O.S([O-])([O-])(=O)=O.[Na+].[Na+].[CH3:18][O:19][C:20]1[CH:25]=[CH:24][C:23]([NH2:26])=[CH:22][CH:21]=1.Cl, predict the reaction product. (2) Given the reactants N#N.Br[C:4]1[N:8]2[N:9]=[C:10]([Cl:16])[CH:11]=[C:12]([O:13][CH2:14][CH3:15])[C:7]2=[N:6][CH:5]=1.[S:17]1[CH:21]=[CH:20][C:19](B(O)O)=[CH:18]1.C([O-])([O-])=O.[Na+].[Na+], predict the reaction product. The product is: [Cl:16][C:10]1[CH:11]=[C:12]([O:13][CH2:14][CH3:15])[C:7]2[N:8]([C:4]([C:19]3[CH:20]=[CH:21][S:17][CH:18]=3)=[CH:5][N:6]=2)[N:9]=1. (3) The product is: [Cl:13][C:14]([Cl:19])([Cl:18])[C:15](=[O:16])[CH:5]=[C:4]([O:3][CH2:1][CH3:2])[C:6]1[CH:7]=[CH:8][C:9]([F:12])=[CH:10][CH:11]=1. Given the reactants [CH2:1]([O:3][C:4]([C:6]1[CH:11]=[CH:10][C:9]([F:12])=[CH:8][CH:7]=1)=[CH2:5])[CH3:2].[Cl:13][C:14]([Cl:19])([Cl:18])[C:15](Cl)=[O:16], predict the reaction product. (4) The product is: [Cl:1][C:2]1[CH:7]=[C:6]([NH:8][C:9]2[CH:14]=[CH:13][C:12]([F:15])=[CH:11][C:10]=2[F:16])[CH:5]=[CH:4][C:3]=1[C:17]([C:19]1[CH:24]=[C:23]([C:25]#[C:26][Si:27]([CH3:30])([CH3:29])[CH3:28])[CH:22]=[CH:21][C:20]=1[O:40][CH3:39])=[O:18]. Given the reactants [Cl:1][C:2]1[CH:7]=[C:6]([NH:8][C:9]2[CH:14]=[CH:13][C:12]([F:15])=[CH:11][C:10]=2[F:16])[CH:5]=[CH:4][C:3]=1[C:17]([C:19]1[CH:24]=[C:23]([C:25]#[C:26][Si:27]([CH3:30])([CH3:29])[CH3:28])[CH:22]=[CH:21][C:20]=1C)=[O:18].BrC1C=CC(OC)=C([C:39](C2C=CC(NC3C=CC(F)=CC=3F)=CC=2Cl)=[O:40])C=1.C([Si](C)(C)C)#C, predict the reaction product. (5) The product is: [CH3:56][CH2:55][N:42]1[C:41](=[CH:40][C:39]2[C:73](=[O:74])[C:37](=[CH:36][C:35]3[C:34]([CH3:33])([CH3:76])[C:95]4[C:94](=[CH:99][CH:98]=[CH:97][CH:96]=4)[N+:27]=3[CH2:26][CH3:25])[C:38]=2[O-:75])[C:49]([CH3:50])([CH3:51])[C:48]2[CH:47]=[C:46]([C:104]([OH:103])=[O:4])[CH:45]=[CH:44][C:43]1=2. Given the reactants [I-].C[S+](C)(C)=[O:4].[H-].[Na+].CCCCCCCCCCCCCCCC[CH2:25][CH2:26][N:27]1[C:35](=[CH:36][C:37]2[C:73](=[O:74])[C:39](=[CH:40][C:41]3[C:49]([CH3:51])([CH3:50])[C:48]4[C:43](=[CH:44][CH:45]=[CH:46][C:47]=4C(O)=O)[N+:42]=3[CH2:55][CH2:56]CCCCCCCCCCCCCCCC)[C:38]=2[O-:75])[C:34](C)([CH3:76])[C:33]2C1=CC=CC=2C(O)=O.[CH:94]1[CH:99]=[CH:98][C:97](P([C:94]2[CH:99]=[CH:98][CH:97]=[CH:96][CH:95]=2)[C:94]2[CH:99]=[CH:98][CH:97]=[CH:96][CH:95]=2)=[CH:96][CH:95]=1.C1[CH2:104][O:103]CC1, predict the reaction product. (6) The product is: [I:1][C:9]1[CH:14]=[CH:13][C:12]([CH2:15][N:16]2[C:20]([CH3:21])=[CH:19][C:18]([C:22]3[O:26][N:25]=[C:24]([C:27]4[CH:32]=[CH:31][C:30]([O:33][C:34]([F:37])([F:36])[F:35])=[CH:29][CH:28]=4)[N:23]=3)=[N:17]2)=[CH:11][N:10]=1. Given the reactants [I-:1].[Na+].Cl[Si](C)(C)C.Cl[C:9]1[CH:14]=[CH:13][C:12]([CH2:15][N:16]2[C:20]([CH3:21])=[CH:19][C:18]([C:22]3[O:26][N:25]=[C:24]([C:27]4[CH:32]=[CH:31][C:30]([O:33][C:34]([F:37])([F:36])[F:35])=[CH:29][CH:28]=4)[N:23]=3)=[N:17]2)=[CH:11][N:10]=1, predict the reaction product. (7) Given the reactants [CH3:1][C:2]1[NH:3][C:4]2[C:9]([CH:10]=1)=[CH:8][C:7]([N+:11]([O-])=O)=[CH:6][CH:5]=2.NN, predict the reaction product. The product is: [CH3:1][C:2]1[NH:3][C:4]2[C:9]([CH:10]=1)=[CH:8][C:7]([NH2:11])=[CH:6][CH:5]=2. (8) Given the reactants [CH2:1]([C:5]1[N:6]=[C:7]([CH3:27])[NH:8][C:9](=[O:26])[C:10]=1[CH2:11][C:12]1[CH:17]=[CH:16][C:15]([C:18]2[C:19]([C:24]#[N:25])=[CH:20][CH:21]=[CH:22][CH:23]=2)=[CH:14][CH:13]=1)[CH2:2][CH2:3][CH3:4].[CH3:28][C:29]1([CH3:42])[CH2:38][CH2:37][C:36]2[C:31](=[CH:32][CH:33]=[C:34](B(O)O)[CH:35]=2)[O:30]1.[N:43]1C=CC=CC=1.C(N(CC)CC)C.[C:56]([O:59]CC)(=[O:58])C, predict the reaction product. The product is: [CH2:1]([C:5]1[N:6]=[C:7]([CH3:27])[N:8]([C:34]2[CH:35]=[C:36]3[C:31](=[CH:32][CH:33]=2)[O:30][C:29]([CH3:42])([CH3:28])[CH2:38][CH2:37]3)[C:9](=[O:26])[C:10]=1[CH2:11][C:12]1[CH:17]=[CH:16][C:15]([C:18]2[CH:23]=[CH:22][CH:21]=[CH:20][C:19]=2[C:24]2[NH:43][C:56](=[O:58])[O:59][N:25]=2)=[CH:14][CH:13]=1)[CH2:2][CH2:3][CH3:4].